This data is from Reaction yield outcomes from USPTO patents with 853,638 reactions. The task is: Predict the reaction yield, written as a fraction of the theoretical maximum amount of product (1.0 means a 100% yield; for example, 0.34 means a 34% yield). (1) The reactants are [CH2:1]([O:3][C:4](=[O:22])[C:5](=O)[CH2:6][C:7]1[CH:17]=[CH:16][C:10]([C:11]([O:13][CH2:14][CH3:15])=[O:12])=[CH:9][C:8]=1[N+:18]([O-])=O)[CH3:2].O.CCOC(C)=O. The catalyst is C(O)(=O)C.[Zn]. The product is [NH:18]1[C:8]2[C:7](=[CH:17][CH:16]=[C:10]([C:11]([O:13][CH2:14][CH3:15])=[O:12])[CH:9]=2)[CH:6]=[C:5]1[C:4]([O:3][CH2:1][CH3:2])=[O:22]. The yield is 0.580. (2) The reactants are [C:1]([O:5][C:6]([NH:8]/[C:9](=[N:18]\[C:19]([O:21][C:22]([CH3:25])([CH3:24])[CH3:23])=[O:20])/[N:10]([CH3:17])[CH2:11][C:12]([O:14]CC)=[O:13])=[O:7])([CH3:4])([CH3:3])[CH3:2].[OH-].[Na+].S(=O)(=O)(O)O. The catalyst is O1CCCC1.C(Cl)Cl. The product is [C:22]([O:21][C:19]([NH:18]/[C:9](=[N:8]\[C:6]([O:5][C:1]([CH3:4])([CH3:3])[CH3:2])=[O:7])/[N:10]([CH3:17])[CH2:11][C:12]([OH:14])=[O:13])=[O:20])([CH3:24])([CH3:25])[CH3:23]. The yield is 1.00. (3) The reactants are [NH2:1][C:2]1[CH:7]=[CH:6][CH:5]=[C:4]([Br:8])[C:3]=1[CH2:9][OH:10].Cl[C:12](Cl)([O:14]C(=O)OC(Cl)(Cl)Cl)Cl. The catalyst is C1COCC1. The product is [Br:8][C:4]1[C:3]2[CH2:9][O:10][C:12](=[O:14])[NH:1][C:2]=2[CH:7]=[CH:6][CH:5]=1. The yield is 0.940. (4) The reactants are [H-].[Na+].[CH3:3][C:4]([O:7][C:8]([NH:10][C@H:11]([C:15]([OH:17])=[O:16])[CH2:12][CH2:13][OH:14])=[O:9])([CH3:6])[CH3:5].[CH2:18](Br)[CH:19]=[CH2:20]. The catalyst is CN(C=O)C. The product is [CH2:20]([O:14][CH2:13][CH2:12][C@H:11]([NH:10][C:8]([O:7][C:4]([CH3:3])([CH3:5])[CH3:6])=[O:9])[C:15]([OH:17])=[O:16])[CH:19]=[CH2:18]. The yield is 0.930. (5) The product is [C:9]([O:13][C:14]([N:16]1[CH2:21][CH2:20][CH:19]([CH2:22][O:23][S:30]([C:25]2[CH:26]=[CH:27][C:7]([CH3:8])=[CH:29][CH:24]=2)(=[O:32])=[O:31])[CH2:18][CH2:17]1)=[O:15])([CH3:12])([CH3:11])[CH3:10]. The yield is 0.850. The catalyst is COC(C)(C)C.CCOCC. The reactants are N12[CH2:8][CH2:7]N(CC1)CC2.[C:9]([O:13][C:14]([N:16]1[CH2:21][CH2:20][CH:19]([CH2:22][OH:23])[CH2:18][CH2:17]1)=[O:15])([CH3:12])([CH3:11])[CH3:10].[C:24]1(C)[C:25]([S:30](Cl)(=[O:32])=[O:31])=[CH:26][CH:27]=C[CH:29]=1. (6) The reactants are Br[C:2]1[CH:7]=[CH:6][C:5]([N+:8]([O-:10])=[O:9])=[CH:4][C:3]=1[C:11]([F:14])([F:13])[F:12].[CH2:15]([OH:18])[CH:16]=[CH2:17].C(N(CC)CC)C. The catalyst is CN(C)C=O.[Br-].C([N+](CCCC)(CCCC)CCCC)CCC.C([O-])(=O)C.[Pd+2].C([O-])(=O)C. The product is [N+:8]([C:5]1[CH:6]=[CH:7][C:2]([CH2:17][CH2:16][CH:15]=[O:18])=[C:3]([C:11]([F:14])([F:13])[F:12])[CH:4]=1)([O-:10])=[O:9]. The yield is 0.790. (7) The reactants are [Cl:1][C:2]1[CH:3]=[CH:4][C:5](C)=[C:6]([CH:19]=1)[C:7]([C:9](=[CH:15][N:16](C)C)[C:10]([O:12][CH2:13][CH3:14])=[O:11])=O.[NH2:21]N.[CH2:23]([OH:25])C. No catalyst specified. The product is [Cl:1][C:2]1[CH:3]=[CH:4][C:5]([O:25][CH3:23])=[C:6]([C:7]2[NH:21][N:16]=[CH:15][C:9]=2[C:10]([O:12][CH2:13][CH3:14])=[O:11])[CH:19]=1. The yield is 1.00. (8) The reactants are [CH:1]1([C:4]2[CH:9]=[CH:8][N:7]=[CH:6][C:5]=2[N:10]2[CH2:14][CH2:13][NH:12][C:11]2=[O:15])[CH2:3][CH2:2]1.Br[C:17]1[CH:27]=[CH:26][C:20]2[O:21][C:22]([F:25])([F:24])[O:23][C:19]=2[CH:18]=1.CN[C@@H]1CCCC[C@H]1NC.P([O-])([O-])([O-])=O.[K+].[K+].[K+]. The catalyst is [Cu](I)I.O1CCOCC1. The product is [CH:1]1([C:4]2[CH:9]=[CH:8][N:7]=[CH:6][C:5]=2[N:10]2[CH2:14][CH2:13][N:12]([C:27]3[CH:17]=[CH:18][C:19]4[O:23][C:22]([F:24])([F:25])[O:21][C:20]=4[CH:26]=3)[C:11]2=[O:15])[CH2:3][CH2:2]1. The yield is 0.600.